Predict the product of the given reaction. From a dataset of Forward reaction prediction with 1.9M reactions from USPTO patents (1976-2016). (1) Given the reactants [NH2:1][C:2]1[CH:6]=[C:5]([CH3:7])[NH:4][N:3]=1.[H-].[Na+].[C:10](O[C:18]([O:20][C:21]([CH3:24])([CH3:23])[CH3:22])=[O:19])([O:12][C:13]([CH3:16])([CH3:15])[CH3:14])=[O:11].C(=O)([O-])O.[Na+], predict the reaction product. The product is: [NH2:1][C:2]1[CH:6]=[C:5]([CH3:7])[N:4]([C:10]([O:12][C:13]([CH3:16])([CH3:15])[CH3:14])=[O:11])[N:3]=1.[NH2:1][C:2]1[N:3]([C:18]([O:20][C:21]([CH3:22])([CH3:23])[CH3:24])=[O:19])[N:4]=[C:5]([CH3:7])[CH:6]=1. (2) Given the reactants [OH:1][C:2]1[CH:9]=[CH:8][C:5]([CH:6]=[O:7])=[C:4]([CH3:10])[CH:3]=1.C(=O)([O-])[O-].[K+].[K+].Br[CH2:18][C:19]1[CH:24]=[CH:23][C:22]([C:25]([F:28])([F:27])[F:26])=[CH:21][C:20]=1[C:29]([F:32])([F:31])[F:30].O, predict the reaction product. The product is: [F:30][C:29]([F:31])([F:32])[C:20]1[CH:21]=[C:22]([C:25]([F:28])([F:26])[F:27])[CH:23]=[CH:24][C:19]=1[CH2:18][O:1][C:2]1[CH:9]=[CH:8][C:5]([CH:6]=[O:7])=[C:4]([CH3:10])[CH:3]=1. (3) Given the reactants N#N.FC(N(C(F)(F)C(F)(C(F)(F)C(F)=O)C(F)=O)C(F)(F)F)(F)F.CN(CC(CC(OC)=O)C(OC)=O)C.S(OC)(OC)(=O)=O.[F-].[K+].[F:49][C:50]([N:53]([C:58]([F:73])([F:72])[C:59]([F:71])([C:63](F)([F:69])[C:64]([F:68])([F:67])[O:65][CH3:66])C(F)=O)[C:54]([F:57])([F:56])[F:55])([F:52])[F:51].C(=O)([O-])[O-].[Na+].[Na+].C(=O)=O, predict the reaction product. The product is: [F:72][C:58]([F:73])([N:53]([C:50]([F:49])([F:51])[F:52])[C:54]([F:55])([F:56])[F:57])[C:59]([F:71])=[C:63]([F:69])[C:64]([F:68])([F:67])[O:65][CH3:66]. (4) Given the reactants [CH:1](=O)[CH2:2][CH3:3].[CH3:5][N:6]1[C:15]2[NH:14][C:13]3[CH:16]=[C:17]([CH3:20])[CH:18]=[CH:19][C:12]=3[N:11]([C:21]([C:23]3[CH:28]=[CH:27][C:26]([CH2:29][CH2:30][C:31]([N:33]4[CH2:38][CH2:37][NH:36][CH2:35][CH2:34]4)=[O:32])=[C:25]([CH3:39])[CH:24]=3)=[O:22])[CH2:10][C:9]=2[CH:8]=[N:7]1.C(O[BH-](OC(=O)C)OC(=O)C)(=O)C.[Na+], predict the reaction product. The product is: [CH3:5][N:6]1[C:15]2[NH:14][C:13]3[CH:16]=[C:17]([CH3:20])[CH:18]=[CH:19][C:12]=3[N:11]([C:21]([C:23]3[CH:28]=[CH:27][C:26]([CH2:29][CH2:30][C:31]([N:33]4[CH2:38][CH2:37][N:36]([CH2:1][CH2:2][CH3:3])[CH2:35][CH2:34]4)=[O:32])=[C:25]([CH3:39])[CH:24]=3)=[O:22])[CH2:10][C:9]=2[CH:8]=[N:7]1. (5) Given the reactants [OH:1][C@H:2]1[CH2:6][N:5]([C:7]([O:9][C:10]([CH3:13])([CH3:12])[CH3:11])=[O:8])[C@H:4]([C:14]([O:16][CH3:17])=[O:15])[CH2:3]1.N1C=CN=C1.[Si:23](Cl)([C:26]([CH3:29])([CH3:28])[CH3:27])([CH3:25])[CH3:24], predict the reaction product. The product is: [Si:23]([O:1][C@H:2]1[CH2:6][N:5]([C:7]([O:9][C:10]([CH3:11])([CH3:12])[CH3:13])=[O:8])[C@H:4]([C:14]([O:16][CH3:17])=[O:15])[CH2:3]1)([C:26]([CH3:29])([CH3:28])[CH3:27])([CH3:25])[CH3:24]. (6) Given the reactants [NH:1]([C:3]1[N:8]=[CH:7][N:6]=[C:5]([OH:9])[CH:4]=1)[NH2:2].N(C1NC=NC(=O)C=1)N.[CH3:19][CH2:20][C:21](=O)[CH2:22][CH3:23], predict the reaction product. The product is: [CH3:19][CH2:20][C:21](=[N:2][NH:1][C:3]1[N:8]=[CH:7][N:6]=[C:5]([OH:9])[CH:4]=1)[CH2:22][CH3:23]. (7) Given the reactants [NH2:1][C@@:2]1([C:22]#[N:23])[C@H:7]([O:8][CH2:9][C:10]2[CH:15]=[CH:14][C:13]([Cl:16])=[C:12]([Cl:17])[CH:11]=2)[CH2:6][C@@H:5]2[C@H:3]1[C@@:4]2([F:21])[C:18]([NH2:20])=[O:19].N[C@]1(C#N)[C@H](OCC2C=CC(Cl)=C(Cl)C=2)C[C@@H]2[C@H]1[C@@]2(F)C(N)=O.[C:47]([OH:52])(=[O:51])[C:48]([OH:50])=[O:49], predict the reaction product. The product is: [C:47]([OH:52])(=[O:51])[C:48]([OH:50])=[O:49].[NH2:1][C@@:2]1([C:22]#[N:23])[C@H:7]([O:8][CH2:9][C:10]2[CH:15]=[CH:14][C:13]([Cl:16])=[C:12]([Cl:17])[CH:11]=2)[CH2:6][C@@H:5]2[C@H:3]1[C@@:4]2([F:21])[C:18]([NH2:20])=[O:19]. (8) Given the reactants [N+:1]([CH3:4])([O-:3])=[O:2].C([O-])(=O)C.[NH4+].[CH3:10][C:11]([CH3:41])([CH3:40])[CH:12]([C:19]1[CH:26]=[C:25]([O:27][CH2:28][C:29]2[CH:38]=[CH:37][C:36]3[C:31](=[CH:32][CH:33]=[C:34]([F:39])[CH:35]=3)[N:30]=2)[CH:24]=[CH:23][C:20]=1[CH:21]=O)[C:13]1[CH:18]=[CH:17][CH:16]=[CH:15][CH:14]=1, predict the reaction product. The product is: [CH3:10][C:11]([CH3:41])([CH3:40])[CH:12]([C:19]1[CH:26]=[C:25]([CH:24]=[CH:23][C:20]=1/[CH:21]=[CH:4]/[N+:1]([O-:3])=[O:2])[O:27][CH2:28][C:29]1[CH:38]=[CH:37][C:36]2[C:31](=[CH:32][CH:33]=[C:34]([F:39])[CH:35]=2)[N:30]=1)[C:13]1[CH:18]=[CH:17][CH:16]=[CH:15][CH:14]=1.